From a dataset of Full USPTO retrosynthesis dataset with 1.9M reactions from patents (1976-2016). Predict the reactants needed to synthesize the given product. Given the product [Br:16][C:17]1[CH:18]=[CH:19][C:20]([C@@H:23]2[CH2:25][C@H:24]2[C:26]([N:10]2[CH2:9][C@H:8]([CH2:11][CH:12]([CH3:14])[CH3:13])[NH:7][C:6](=[O:15])[C@@H:5]2[CH2:1][CH:2]([CH3:4])[CH3:3])=[O:27])=[CH:21][CH:22]=1, predict the reactants needed to synthesize it. The reactants are: [CH2:1]([C@@H:5]1[NH:10][CH2:9][C@H:8]([CH2:11][CH:12]([CH3:14])[CH3:13])[NH:7][C:6]1=[O:15])[CH:2]([CH3:4])[CH3:3].[Br:16][C:17]1[CH:22]=[CH:21][C:20]([C@@H:23]2[CH2:25][C@H:24]2[C:26](O)=[O:27])=[CH:19][CH:18]=1.C([C@@H]1N(C([C@@H]2C[C@H]2C2C=CC=CC=2)=O)C[C@H](CC(C)C)NC1=O)C(C)C.